This data is from Reaction yield outcomes from USPTO patents with 853,638 reactions. The task is: Predict the reaction yield, written as a fraction of the theoretical maximum amount of product (1.0 means a 100% yield; for example, 0.34 means a 34% yield). The reactants are C1C2C(COC([NH:18][C@H:19]([C:28]([N:30]([CH2:40][C:41]3[C:42]4[CH:49]=[CH:48][CH:47]=[CH:46][C:43]=4[S:44][CH:45]=3)[C@@H:31]([CH3:39])[CH:32]([O:36][CH2:37][CH3:38])[O:33][CH2:34][CH3:35])=[O:29])[CH2:20][C:21]([O:23][C:24]([CH3:27])([CH3:26])[CH3:25])=[O:22])=O)C3C(=CC=CC=3)C=2C=CC=1.N1CCCCC1.CC(=O)OCC.CO. The catalyst is C(Cl)Cl. The product is [NH2:18][C@H:19]([C:28]([N:30]([CH2:40][C:41]1[C:42]2[CH:49]=[CH:48][CH:47]=[CH:46][C:43]=2[S:44][CH:45]=1)[C@@H:31]([CH3:39])[CH:32]([O:36][CH2:37][CH3:38])[O:33][CH2:34][CH3:35])=[O:29])[CH2:20][C:21]([O:23][C:24]([CH3:27])([CH3:26])[CH3:25])=[O:22]. The yield is 0.810.